This data is from NCI-60 drug combinations with 297,098 pairs across 59 cell lines. The task is: Regression. Given two drug SMILES strings and cell line genomic features, predict the synergy score measuring deviation from expected non-interaction effect. (1) Drug 1: CC1=C(C(=O)C2=C(C1=O)N3CC4C(C3(C2COC(=O)N)OC)N4)N. Drug 2: COC1=C2C(=CC3=C1OC=C3)C=CC(=O)O2. Cell line: SF-539. Synergy scores: CSS=26.1, Synergy_ZIP=-2.92, Synergy_Bliss=-3.33, Synergy_Loewe=-21.3, Synergy_HSA=-4.44. (2) Drug 1: CC12CCC3C(C1CCC2=O)CC(=C)C4=CC(=O)C=CC34C. Drug 2: CN(CC1=CN=C2C(=N1)C(=NC(=N2)N)N)C3=CC=C(C=C3)C(=O)NC(CCC(=O)O)C(=O)O. Cell line: HCC-2998. Synergy scores: CSS=51.0, Synergy_ZIP=-0.481, Synergy_Bliss=-0.0885, Synergy_Loewe=-6.04, Synergy_HSA=0.583. (3) Drug 1: COC1=C(C=C2C(=C1)N=CN=C2NC3=CC(=C(C=C3)F)Cl)OCCCN4CCOCC4. Drug 2: C1=CC(=CC=C1C#N)C(C2=CC=C(C=C2)C#N)N3C=NC=N3. Cell line: EKVX. Synergy scores: CSS=29.4, Synergy_ZIP=0.762, Synergy_Bliss=1.36, Synergy_Loewe=-1.65, Synergy_HSA=2.13. (4) Drug 1: C1=CC=C(C=C1)NC(=O)CCCCCCC(=O)NO. Drug 2: C1C(C(OC1N2C=NC3=C2NC=NCC3O)CO)O. Cell line: CCRF-CEM. Synergy scores: CSS=68.9, Synergy_ZIP=-2.05, Synergy_Bliss=-2.33, Synergy_Loewe=-24.1, Synergy_HSA=-2.18. (5) Drug 1: CC(C1=C(C=CC(=C1Cl)F)Cl)OC2=C(N=CC(=C2)C3=CN(N=C3)C4CCNCC4)N. Drug 2: C1C(C(OC1N2C=C(C(=O)NC2=O)F)CO)O. Cell line: OVCAR3. Synergy scores: CSS=33.4, Synergy_ZIP=15.2, Synergy_Bliss=15.7, Synergy_Loewe=-8.57, Synergy_HSA=12.8. (6) Drug 1: COC1=CC(=CC(=C1O)OC)C2C3C(COC3=O)C(C4=CC5=C(C=C24)OCO5)OC6C(C(C7C(O6)COC(O7)C8=CC=CS8)O)O. Drug 2: C1C(C(OC1N2C=NC3=C(N=C(N=C32)Cl)N)CO)O. Cell line: HCT116. Synergy scores: CSS=51.3, Synergy_ZIP=-2.83, Synergy_Bliss=-1.16, Synergy_Loewe=-3.31, Synergy_HSA=-0.493. (7) Drug 1: C1=CC(=CC=C1CCCC(=O)O)N(CCCl)CCCl. Drug 2: CCC1(C2=C(COC1=O)C(=O)N3CC4=CC5=C(C=CC(=C5CN(C)C)O)N=C4C3=C2)O.Cl. Cell line: 786-0. Synergy scores: CSS=49.7, Synergy_ZIP=-4.03, Synergy_Bliss=-6.18, Synergy_Loewe=-13.2, Synergy_HSA=-1.71.